This data is from Forward reaction prediction with 1.9M reactions from USPTO patents (1976-2016). The task is: Predict the product of the given reaction. (1) Given the reactants C([O-])([O-])=O.[K+].[K+].Br[C:8]1[CH:9]=[C:10]2[C:14](=[C:15]([C:17]([NH2:19])=[O:18])[CH:16]=1)[NH:13][CH:12]=[C:11]2[CH:20]1[CH2:25][CH2:24][N:23]([S:26]([CH2:29][CH3:30])(=[O:28])=[O:27])[CH2:22][CH2:21]1.[CH2:31]([O:33][C:34]1[CH:35]=[C:36](B(O)O)[CH:37]=[CH:38][CH:39]=1)[CH3:32], predict the reaction product. The product is: [CH2:31]([O:33][C:34]1[CH:39]=[C:38]([C:8]2[CH:9]=[C:10]3[C:14](=[C:15]([C:17]([NH2:19])=[O:18])[CH:16]=2)[NH:13][CH:12]=[C:11]3[CH:20]2[CH2:25][CH2:24][N:23]([S:26]([CH2:29][CH3:30])(=[O:27])=[O:28])[CH2:22][CH2:21]2)[CH:37]=[CH:36][CH:35]=1)[CH3:32]. (2) Given the reactants [CH3:1][Si:2]([CH3:19])([CH3:18])[CH2:3][CH2:4][O:5][C:6](=[O:17])[NH:7][C:8]1[CH:13]=[CH:12][C:11]([CH:14]=[CH2:15])=[C:10]([Cl:16])[CH:9]=1.[BH4-].[Na+].[OH2:22], predict the reaction product. The product is: [CH3:19][Si:2]([CH3:1])([CH3:18])[CH2:3][CH2:4][O:5][C:6](=[O:17])[NH:7][C:8]1[CH:13]=[CH:12][C:11]([CH:14]([OH:22])[CH3:15])=[C:10]([Cl:16])[CH:9]=1. (3) Given the reactants [CH3:1][CH:2]1[NH:7][CH2:6][CH:5]([OH:8])[CH2:4][CH2:3]1.C(N(CC)CC)C.[CH3:16][C:17]([O:20][C:21](O[C:21]([O:20][C:17]([CH3:19])([CH3:18])[CH3:16])=[O:22])=[O:22])([CH3:19])[CH3:18], predict the reaction product. The product is: [OH:8][CH:5]1[CH2:6][N:7]([C:21]([O:20][C:17]([CH3:19])([CH3:18])[CH3:16])=[O:22])[CH:2]([CH3:1])[CH2:3][CH2:4]1. (4) The product is: [NH2:1][C:4]1[CH:20]=[CH:19][C:7]2[O:8][CH2:9][CH2:10][N:11]([C:12]([O:14][C:15]([CH3:16])([CH3:17])[CH3:18])=[O:13])[C:6]=2[CH:5]=1. Given the reactants [N+:1]([C:4]1[CH:20]=[CH:19][C:7]2[O:8][CH2:9][CH2:10][N:11]([C:12]([O:14][C:15]([CH3:18])([CH3:17])[CH3:16])=[O:13])[C:6]=2[CH:5]=1)([O-])=O.[NH4+].[Cl-], predict the reaction product. (5) Given the reactants [F:1][C:2]1[CH:7]=[C:6]([N:8]2[CH2:13][CH2:12][CH:11]([C:14]([OH:17])([CH3:16])[CH3:15])[CH2:10][CH2:9]2)[CH:5]=[CH:4][C:3]=1[C:18]1[C:23]([C:24]([F:27])([F:26])[F:25])=[CH:22][C:21]([F:28])=[C:20]([CH2:29][O:30][C:31]2[N:36]=[CH:35][C:34]3[C@@H:37]4[C@@H:40]([C:41]([O:43]CC)=[O:42])[C@@H:38]4[CH2:39][C:33]=3[CH:32]=2)[CH:19]=1.[Li+].[OH-].O, predict the reaction product. The product is: [F:1][C:2]1[CH:7]=[C:6]([N:8]2[CH2:9][CH2:10][CH:11]([C:14]([OH:17])([CH3:16])[CH3:15])[CH2:12][CH2:13]2)[CH:5]=[CH:4][C:3]=1[C:18]1[C:23]([C:24]([F:26])([F:25])[F:27])=[CH:22][C:21]([F:28])=[C:20]([CH2:29][O:30][C:31]2[N:36]=[CH:35][C:34]3[C@@H:37]4[C@@H:40]([C:41]([OH:43])=[O:42])[C@@H:38]4[CH2:39][C:33]=3[CH:32]=2)[CH:19]=1. (6) Given the reactants [CH2:1]([O:8][C:9]1[C:18]([O:19][CH3:20])=[CH:17][C:16]2[N:15]=[CH:14][C:13]3[NH:21][N:22]=[C:23]([C:24]4[CH:31]=[CH:30][C:27]([C:28]#[N:29])=[CH:26][CH:25]=4)[C:12]=3[C:11]=2[CH:10]=1)[C:2]1[CH:7]=[CH:6][CH:5]=[CH:4][CH:3]=1.[C:32]([O-])([O-])=O.[K+].[K+].IC.O, predict the reaction product. The product is: [CH2:1]([O:8][C:9]1[C:18]([O:19][CH3:20])=[CH:17][C:16]2[N:15]=[CH:14][C:13]3[N:21]([CH3:32])[N:22]=[C:23]([C:24]4[CH:25]=[CH:26][C:27]([C:28]#[N:29])=[CH:30][CH:31]=4)[C:12]=3[C:11]=2[CH:10]=1)[C:2]1[CH:3]=[CH:4][CH:5]=[CH:6][CH:7]=1.